This data is from Reaction yield outcomes from USPTO patents with 853,638 reactions. The task is: Predict the reaction yield, written as a fraction of the theoretical maximum amount of product (1.0 means a 100% yield; for example, 0.34 means a 34% yield). (1) The reactants are [N:1]([O-])=O.[Na+].[NH2:5][C:6]1[C:7]([CH3:17])=[CH:8][C:9]([Cl:16])=[C:10]([CH:15]=1)[C:11]([O:13][CH3:14])=[O:12].[Sn](Cl)Cl. The catalyst is O.Cl. The product is [Cl:16][C:9]1[CH:8]=[C:7]([CH3:17])[C:6]([NH:5][NH2:1])=[CH:15][C:10]=1[C:11]([O:13][CH3:14])=[O:12]. The yield is 0.620. (2) The reactants are [Cl:1][C:2]([Cl:13])([Cl:12])[C:3]([C:5]1[NH:6][C:7]([Br:11])=[C:8]([Br:10])[CH:9]=1)=[O:4].Cl.N[C:16]1NC=C(CCCC(NCCCCCCCCCCCC)=O)N=1. No catalyst specified. The product is [Cl:13][C:2]([Cl:1])([Cl:12])[C:3]([C:5]1[N:6]([CH3:16])[C:7]([Br:11])=[C:8]([Br:10])[CH:9]=1)=[O:4]. The yield is 0.960. (3) The product is [NH2:10][CH2:11][CH2:12][C:13]1[N:17]2[C:18](=[O:30])[C:19]3[NH:20][CH:21]=[N:22][C:23]=3[N:24]([CH2:25][CH2:26][CH2:27][CH2:28][CH3:29])[C:16]2=[N:15][N:14]=1. The yield is 0.900. The reactants are C(OC(=O)[NH:10][CH2:11][CH2:12][C:13]1[N:17]2[C:18](=[O:30])[C:19]3[NH:20][CH:21]=[N:22][C:23]=3[N:24]([CH2:25][CH2:26][CH2:27][CH2:28][CH3:29])[C:16]2=[N:15][N:14]=1)C1C=CC=CC=1. The catalyst is CO.[Pd]. (4) The reactants are C(=O)([O-])[O-].[K+].[K+].[C:7]1(=[O:13])[NH:11][C:10](=[O:12])[CH2:9][CH2:8]1.[F:14][C:15]1[CH:22]=[CH:21][C:18]([CH2:19]Br)=[CH:17][CH:16]=1. The catalyst is CC(C)=O. The product is [F:14][C:15]1[CH:22]=[CH:21][C:18]([CH2:19][N:11]2[C:10](=[O:12])[CH2:9][CH2:8][C:7]2=[O:13])=[CH:17][CH:16]=1. The yield is 0.850.